From a dataset of Catalyst prediction with 721,799 reactions and 888 catalyst types from USPTO. Predict which catalyst facilitates the given reaction. (1) Reactant: [CH:1]1([C:4]([N:6]2[CH2:10][CH2:9][C@@H:8]([CH2:11][C:12]3[N:13]([C:18]4[CH:23]=[CH:22][C:21](B5OC(C)(C)C(C)(C)O5)=[CH:20][CH:19]=4)[C:14](=[O:17])[NH:15][N:16]=3)[CH2:7]2)=[O:5])[CH2:3][CH2:2]1.Br[C:34]1[CH:35]=[C:36]([CH:45]=[CH:46][CH:47]=1)[C:37]([C:39]1[CH:44]=[CH:43][CH:42]=[CH:41][CH:40]=1)=[O:38].C(=O)([O-])[O-].[K+].[K+]. The catalyst class is: 155. Product: [CH:1]1([C:4]([N:6]2[CH2:10][CH2:9][C@@H:8]([CH2:11][C:12]3[N:13]([C:18]4[CH:19]=[CH:20][C:21]([C:43]5[CH:42]=[CH:41][CH:40]=[C:39]([C:37]([C:36]6[CH:45]=[CH:46][CH:47]=[CH:34][CH:35]=6)=[O:38])[CH:44]=5)=[CH:22][CH:23]=4)[C:14](=[O:17])[NH:15][N:16]=3)[CH2:7]2)=[O:5])[CH2:3][CH2:2]1. (2) Reactant: [CH2:1]([O:8][C:9]1[CH:10]=[C:11]([CH:16]2[CH2:20][N:19](C3C=CC(OC)=CC=3)[C:18](=[O:29])[CH2:17]2)[CH:12]=[CH:13][C:14]=1[Cl:15])[C:2]1[CH:7]=[CH:6][CH:5]=[CH:4][CH:3]=1.[N+]([O-])([O-])=O.[Ce].[NH4+].[O-]S([O-])=O.[Na+].[Na+]. Product: [CH2:1]([O:8][C:9]1[CH:10]=[C:11]([C@@H:16]2[CH2:20][NH:19][C:18](=[O:29])[CH2:17]2)[CH:12]=[CH:13][C:14]=1[Cl:15])[C:2]1[CH:3]=[CH:4][CH:5]=[CH:6][CH:7]=1. The catalyst class is: 23. (3) Reactant: [Cl:1][C:2]1[N:3]=[CH:4][C:5]2[NH:11][C:10](=[O:12])[C:9]([CH2:14][CH3:15])([F:13])[CH2:8][N:7]([CH:16]3[CH2:20][CH2:19][CH2:18][CH2:17]3)[C:6]=2[N:21]=1.[H-].[Na+].[CH3:24]I. Product: [Cl:1][C:2]1[N:3]=[CH:4][C:5]2[N:11]([CH3:24])[C:10](=[O:12])[C:9]([CH2:14][CH3:15])([F:13])[CH2:8][N:7]([CH:16]3[CH2:17][CH2:18][CH2:19][CH2:20]3)[C:6]=2[N:21]=1. The catalyst class is: 44. (4) Reactant: [OH:1][C:2]1[CH:11]=[C:10]2[C:5]([CH:6]=[CH:7][CH:8]=[C:9]2[NH:12][C:13](=[O:38])/[CH:14]=[CH:15]/[CH:16]=[C:17]([C:28]2[CH:33]=[CH:32][C:31]([C:34]([F:37])([F:36])[F:35])=[CH:30][CH:29]=2)[C:18]2[CH:23]=[CH:22][C:21]([C:24]([F:27])([F:26])[F:25])=[CH:20][CH:19]=2)=[CH:4][CH:3]=1.[S:39](Cl)(=[O:42])(=[O:41])[NH2:40].O. Product: [S:39]([O:1][C:2]1[CH:11]=[C:10]2[C:5]([CH:6]=[CH:7][CH:8]=[C:9]2[NH:12][C:13](=[O:38])/[CH:14]=[CH:15]/[CH:16]=[C:17]([C:18]2[CH:19]=[CH:20][C:21]([C:24]([F:25])([F:26])[F:27])=[CH:22][CH:23]=2)[C:28]2[CH:29]=[CH:30][C:31]([C:34]([F:35])([F:36])[F:37])=[CH:32][CH:33]=2)=[CH:4][CH:3]=1)(=[O:42])(=[O:41])[NH2:40]. The catalyst class is: 44. (5) Reactant: [CH3:1][N:2]1[C:10]2[C:5](=[CH:6][CH:7]=[CH:8][CH:9]=2)[C:4]([CH2:11][N:12]2[CH2:15][C:14]3([CH2:24][C:23](=[O:25])[C:22]4[C:17](=[CH:18][CH:19]=[C:20](/[CH:26]=[CH:27]/[C:28](O)=[O:29])[CH:21]=4)[O:16]3)[CH2:13]2)=[CH:3]1.C(Cl)CCl.C1C=CC2N(O)N=NC=2C=1.[NH2:45][O:46][CH:47]1[CH2:52][CH2:51][CH2:50][CH2:49][O:48]1. Product: [CH3:1][N:2]1[C:10]2[C:5](=[CH:6][CH:7]=[CH:8][CH:9]=2)[C:4]([CH2:11][N:12]2[CH2:15][C:14]3([CH2:24][C:23](=[O:25])[C:22]4[C:17](=[CH:18][CH:19]=[C:20](/[CH:26]=[CH:27]/[C:28]([NH:45][O:46][CH:47]5[CH2:52][CH2:51][CH2:50][CH2:49][O:48]5)=[O:29])[CH:21]=4)[O:16]3)[CH2:13]2)=[CH:3]1. The catalyst class is: 2. (6) Reactant: [C:1]([C:3]1[CH:4]=[C:5]([C:9]2[CH:14]=[CH:13][CH:12]=[C:11]([CH2:15][N:16]3[CH2:21][CH2:20][N:19]([C:22]([O:24][C:25]([CH3:28])([CH3:27])[CH3:26])=[O:23])[CH2:18][CH2:17]3)[CH:10]=2)[CH:6]=[CH:7][CH:8]=1)#[N:2].B. Product: [NH2:2][CH2:1][C:3]1[CH:4]=[C:5]([C:9]2[CH:14]=[CH:13][CH:12]=[C:11]([CH2:15][N:16]3[CH2:17][CH2:18][N:19]([C:22]([O:24][C:25]([CH3:28])([CH3:27])[CH3:26])=[O:23])[CH2:20][CH2:21]3)[CH:10]=2)[CH:6]=[CH:7][CH:8]=1. The catalyst class is: 1. (7) Reactant: [Br:1][C:2]1[CH:3]=[C:4]([OH:8])[CH:5]=[CH:6][CH:7]=1.C(=O)([O-])[O-].[Cs+].[Cs+].Br[CH2:16][CH2:17][OH:18]. Product: [Br:1][C:2]1[CH:3]=[C:4]([CH:5]=[CH:6][CH:7]=1)[O:8][CH2:16][CH2:17][OH:18]. The catalyst class is: 3. (8) Reactant: I[C:2]1[C:3]([C:14]([O:16][CH2:17][CH3:18])=[O:15])=[N:4][N:5]([CH:8]2[CH2:13][CH2:12][CH2:11][CH2:10][O:9]2)[C:6]=1[CH3:7].[CH3:19][O:20][CH2:21][CH2:22][O:23][C:24]1[CH:25]=[C:26](B2OC(C)(C)C(C)(C)O2)[CH:27]=[C:28]([C:30]([F:33])([F:32])[F:31])[CH:29]=1.C(=O)([O-])[O-].[K+].[K+]. Product: [CH3:19][O:20][CH2:21][CH2:22][O:23][C:24]1[CH:25]=[C:26]([C:2]2[C:3]([C:14]([O:16][CH2:17][CH3:18])=[O:15])=[N:4][N:5]([CH:8]3[CH2:13][CH2:12][CH2:11][CH2:10][O:9]3)[C:6]=2[CH3:7])[CH:27]=[C:28]([C:30]([F:31])([F:32])[F:33])[CH:29]=1. The catalyst class is: 117. (9) Reactant: N1C=CC=CC=1.[OH:7][CH2:8][C:9]1[CH:10]=[C:11](B(O)O)[CH:12]=[CH:13][CH:14]=1.[CH:18]([C:21]1[CH:25]=[C:24]([C:26]([O:28][CH2:29][CH3:30])=[O:27])[NH:23][N:22]=1)([CH3:20])[CH3:19]. Product: [OH:7][CH2:8][C:9]1[CH:10]=[C:11]([N:23]2[C:24]([C:26]([O:28][CH2:29][CH3:30])=[O:27])=[CH:25][C:21]([CH:18]([CH3:19])[CH3:20])=[N:22]2)[CH:12]=[CH:13][CH:14]=1. The catalyst class is: 302.